From a dataset of Full USPTO retrosynthesis dataset with 1.9M reactions from patents (1976-2016). Predict the reactants needed to synthesize the given product. (1) Given the product [CH:6]1([C:9]2[O:39][N:38]=[CH:32][C:10]=2[C:11]([C:13]2[C:18](=[O:19])[N:17]([C:20]3[CH:25]=[CH:24][CH:23]=[CH:22][CH:21]=3)[C:16]([C:26]3[CH:31]=[CH:30][CH:29]=[CH:28][CH:27]=3)=[N:15][CH:14]=2)=[O:12])[CH2:8][CH2:7]1, predict the reactants needed to synthesize it. The reactants are: C([O-])(=O)C.[Na+].[CH:6]1([C:9](=O)[C:10](=[CH:32]OCC)[C:11]([C:13]2[C:18](=[O:19])[N:17]([C:20]3[CH:25]=[CH:24][CH:23]=[CH:22][CH:21]=3)[C:16]([C:26]3[CH:31]=[CH:30][CH:29]=[CH:28][CH:27]=3)=[N:15][CH:14]=2)=[O:12])[CH2:8][CH2:7]1.Cl.[NH2:38][OH:39]. (2) Given the product [C:9]([O:13][C:14](=[O:31])[N:15]([CH2:19][CH2:20][CH2:21][N:22]1[C:26]([NH2:27])=[C:25]([C:28](=[O:30])[NH2:29])[N:24]=[C:23]1[Br:1])[CH:16]([CH3:17])[CH3:18])([CH3:11])([CH3:12])[CH3:10], predict the reactants needed to synthesize it. The reactants are: [Br:1]N1C(=O)CCC1=O.[C:9]([O:13][C:14](=[O:31])[N:15]([CH2:19][CH2:20][CH2:21][N:22]1[C:26]([NH2:27])=[C:25]([C:28](=[O:30])[NH2:29])[N:24]=[CH:23]1)[CH:16]([CH3:18])[CH3:17])([CH3:12])([CH3:11])[CH3:10].